From a dataset of Full USPTO retrosynthesis dataset with 1.9M reactions from patents (1976-2016). Predict the reactants needed to synthesize the given product. (1) Given the product [Cl:1][C:2]1[CH:7]=[CH:6][CH:5]=[CH:4][C:3]=1[CH:8]([N:10]1[C:16]2[CH:17]=[C:18]([C:11]3[N:10]4[CH:8]=[CH:3][CH:2]=[CH:42][C:40]4=[N:13][CH:12]=3)[S:19][C:15]=2[C:14](=[O:29])[NH:13][CH2:12][CH2:11]1)[CH3:9], predict the reactants needed to synthesize it. The reactants are: [Cl:1][C:2]1[CH:7]=[CH:6][CH:5]=[CH:4][C:3]=1[CH:8]([N:10]1[C:16]2[CH:17]=[C:18](B3OC(C)(C)C(C)(C)O3)[S:19][C:15]=2[C:14](=[O:29])[NH:13][CH2:12][CH2:11]1)[CH3:9].C([O-])([O-])=O.[K+].[K+].O.CCO[C:40]([CH3:42])=O. (2) Given the product [C:1]([O:6][CH2:17][O:16][CH2:14][CH3:15])(=[O:5])[C:2]([CH3:4])=[CH2:3], predict the reactants needed to synthesize it. The reactants are: [C:1]([OH:6])(=[O:5])[C:2]([CH3:4])=[CH2:3].C(N(CC)CC)C.[CH2:14]([O:16][CH2:17]Cl)[CH3:15]. (3) Given the product [F:21][C:15]1[CH:16]=[C:17]([F:20])[CH:18]=[CH:19][C:14]=1[C:11]1[NH:10][C:9]2[C:8]([OH:22])=[CH:7][CH:6]=[C:5]([C:3]([OH:4])=[O:2])[C:13]=2[N:12]=1, predict the reactants needed to synthesize it. The reactants are: C[O:2][C:3]([C:5]1[C:13]2[N:12]=[C:11]([C:14]3[CH:19]=[CH:18][C:17]([F:20])=[CH:16][C:15]=3[F:21])[NH:10][C:9]=2[C:8]([O:22]C)=[CH:7][CH:6]=1)=[O:4].[Cl-].[Al+3].[Cl-].[Cl-].Cl. (4) Given the product [CH:28]1([NH:27][C:25]2[C:24]([C:33]#[N:34])=[CH:23][N:22]=[C:21]([NH:20][C:17]3[CH:18]=[CH:19][C:14]([N:11]4[CH2:12][CH2:13][NH:8][CH2:9][CH2:10]4)=[CH:15][N:16]=3)[N:26]=2)[CH2:32][CH2:31][CH2:30][CH2:29]1, predict the reactants needed to synthesize it. The reactants are: C(OC([N:8]1[CH2:13][CH2:12][N:11]([C:14]2[CH:15]=[N:16][C:17]([NH:20][C:21]3[N:26]=[C:25]([NH:27][CH:28]4[CH2:32][CH2:31][CH2:30][CH2:29]4)[C:24]([C:33]#[N:34])=[CH:23][N:22]=3)=[CH:18][CH:19]=2)[CH2:10][CH2:9]1)=O)(C)(C)C.Cl. (5) Given the product [CH3:22][C:3]1[C:2]([N:52]2[CH2:57][CH2:56][O:55][CH2:54][CH2:53]2)=[CH:21][CH:20]=[CH:19][C:4]=1[CH2:5][N:6]1[CH2:11][CH2:10][N:9]([C:12]([O:14][C:15]([CH3:18])([CH3:17])[CH3:16])=[O:13])[CH2:8][CH2:7]1, predict the reactants needed to synthesize it. The reactants are: Br[C:2]1[C:3]([CH3:22])=[C:4]([CH:19]=[CH:20][CH:21]=1)[CH2:5][N:6]1[CH2:11][CH2:10][N:9]([C:12]([O:14][C:15]([CH3:18])([CH3:17])[CH3:16])=[O:13])[CH2:8][CH2:7]1.BrC1C(C)=C(C=CC=1)C=O.N1(C(OC(C)(C)C)=O)CCNCC1.CC([O-])(C)C.[Na+].[NH:52]1[CH2:57][CH2:56][O:55][CH2:54][CH2:53]1. (6) Given the product [Cl:57][C:20]#[C:19][CH2:18][O:17][CH:16]=[C:15]([C:21]1[CH:30]=[CH:29][C:28]2[CH2:27][CH2:26][CH2:25][CH2:24][C:23]=2[CH:22]=1)[C:14]([NH:13][CH2:12][CH2:11][C:5]1[CH:6]=[CH:7][C:8]([O:9][CH3:10])=[C:3]([O:2][CH3:1])[CH:4]=1)=[O:31], predict the reactants needed to synthesize it. The reactants are: [CH3:1][O:2][C:3]1[CH:4]=[C:5]([CH2:11][CH2:12][NH:13][C:14](=[O:31])[C:15]([C:21]2[CH:30]=[CH:29][C:28]3[CH2:27][CH2:26][CH2:25][CH2:24][C:23]=3[CH:22]=2)=[CH:16][O:17][CH2:18][C:19]#[CH:20])[CH:6]=[CH:7][C:8]=1[O:9][CH3:10].[F-].C([N+](CCCC)(CCCC)CCCC)CCC.C(=O)([O-])[O-].[K+].[K+].C(Cl)(Cl)(Cl)[Cl:57]. (7) Given the product [CH3:26][O:27][CH2:28][CH2:29][NH:30][C:11]([C:9]1[CH:10]=[C:5]2[C:6](=[CH:7][CH:8]=1)[CH2:1][CH2:2][C:3]2=[O:4])=[O:13], predict the reactants needed to synthesize it. The reactants are: [CH2:1]1[C:6]2[CH:7]=[CH:8][C:9]([C:11]([OH:13])=O)=[CH:10][C:5]=2[C:3](=[O:4])[CH2:2]1.C(N1C=CN=C1)(N1C=CN=C1)=O.[CH3:26][O:27][CH2:28][CH2:29][NH2:30].